This data is from Full USPTO retrosynthesis dataset with 1.9M reactions from patents (1976-2016). The task is: Predict the reactants needed to synthesize the given product. (1) Given the product [C:1]([C:7]1[C:15]2[C:10](=[N:11][CH:12]=[C:13]([NH:16][C:17]3[CH:18]=[CH:19][C:20]([CH:21]=[C:38]([N:33]4[CH:37]=[N:36][CH:35]=[N:34]4)[C:39]#[N:40])=[CH:23][CH:24]=3)[N:14]=2)[N:9]([CH2:25][O:26][CH2:27][CH2:28][Si:29]([CH3:32])([CH3:30])[CH3:31])[CH:8]=1)(=[O:6])[C:2]([CH3:3])([CH3:4])[CH3:5], predict the reactants needed to synthesize it. The reactants are: [C:1]([C:7]1[C:15]2[C:10](=[N:11][CH:12]=[C:13]([NH:16][C:17]3[CH:24]=[CH:23][C:20]([CH:21]=O)=[CH:19][CH:18]=3)[N:14]=2)[N:9]([CH2:25][O:26][CH2:27][CH2:28][Si:29]([CH3:32])([CH3:31])[CH3:30])[CH:8]=1)(=[O:6])[C:2]([CH3:5])([CH3:4])[CH3:3].[N:33]1([CH2:38][C:39]#[N:40])[CH:37]=[N:36][CH:35]=[N:34]1.N1CCCCC1.C(OCC)(=O)C.CCCCCC. (2) Given the product [C:1]([O:5][C:6]([N:8]1[CH2:13][CH2:12][CH:11]([NH:14][C:15]2[CH:20]=[CH:19][CH:18]=[CH:17][C:16]=2[O:21][CH2:22][C:23]([OH:25])=[O:24])[CH2:10][CH2:9]1)=[O:7])([CH3:4])([CH3:2])[CH3:3], predict the reactants needed to synthesize it. The reactants are: [C:1]([O:5][C:6]([N:8]1[CH2:13][CH2:12][CH:11]([NH:14][C:15]2[CH:20]=[CH:19][CH:18]=[CH:17][C:16]=2[O:21][CH2:22][C:23]([O:25]CC)=[O:24])[CH2:10][CH2:9]1)=[O:7])([CH3:4])([CH3:3])[CH3:2].[OH-].[Na+].Cl.